From a dataset of Full USPTO retrosynthesis dataset with 1.9M reactions from patents (1976-2016). Predict the reactants needed to synthesize the given product. (1) Given the product [CH3:29][C:30]1[N:31]=[C:32]([N:36]2[CH2:41][CH2:40][CH:39]([CH2:42][CH2:43][CH:44]3[CH2:49][CH2:48][N:47]([C:9]([O:11][C:12]4[CH:13]=[N:14][CH:15]=[C:16]([CH:21]=4)[C:17]([O:19][CH3:20])=[O:18])=[O:10])[CH2:46][CH2:45]3)[CH2:38][CH2:37]2)[CH:33]=[CH:34][CH:35]=1, predict the reactants needed to synthesize it. The reactants are: [N+](C1C=CC(O[C:9]([O:11][C:12]2[CH:13]=[N:14][CH:15]=[C:16]([CH:21]=2)[C:17]([O:19][CH3:20])=[O:18])=[O:10])=CC=1)([O-])=O.C(#N)C.Cl.Cl.[CH3:29][C:30]1[CH:35]=[CH:34][CH:33]=[C:32]([N:36]2[CH2:41][CH2:40][CH:39]([CH2:42][CH2:43][CH:44]3[CH2:49][CH2:48][NH:47][CH2:46][CH2:45]3)[CH2:38][CH2:37]2)[N:31]=1. (2) Given the product [C:20]([O:23][C:24]([NH:1][C:2]1[CH:3]=[C:4]([CH:8]=[CH:9][CH:10]=1)[C:5]([OH:7])=[O:6])=[O:25])([CH3:22])([CH3:21])[CH3:19], predict the reactants needed to synthesize it. The reactants are: [NH2:1][C:2]1[CH:3]=[C:4]([CH:8]=[CH:9][CH:10]=1)[C:5]([OH:7])=[O:6].C(N(CC)CC)C.O.[CH3:19][C:20]([O:23][C:24](O[C:24]([O:23][C:20]([CH3:22])([CH3:21])[CH3:19])=[O:25])=[O:25])([CH3:22])[CH3:21]. (3) Given the product [CH:1]1([CH2:4][O:5][C:6]2[C:7]([CH3:14])=[CH:8][C:9]([CH2:12][N:19]3[C:15](=[O:25])[C:16]4[C:17](=[CH:21][CH:22]=[CH:23][CH:24]=4)[C:18]3=[O:20])=[N:10][CH:11]=2)[CH2:3][CH2:2]1, predict the reactants needed to synthesize it. The reactants are: [CH:1]1([CH2:4][O:5][C:6]2[C:7]([CH3:14])=[CH:8][C:9]([CH2:12]O)=[N:10][CH:11]=2)[CH2:3][CH2:2]1.[C:15]1(=[O:25])[NH:19][C:18](=[O:20])[C:17]2=[CH:21][CH:22]=[CH:23][CH:24]=[C:16]12. (4) Given the product [NH2:1][C:2]1[C:7]([C:8](=[O:9])[C:10]2[CH:15]=[C:14]([F:16])[C:13]([CH3:17])=[CH:12][C:11]=2[O:18][CH3:19])=[CH:6][N:5]=[C:4]([NH:20][CH:21]2[CH2:26][CH2:25][CH:24]([NH:27][S:29]([CH3:28])(=[O:31])=[O:30])[CH2:23][CH2:22]2)[N:3]=1, predict the reactants needed to synthesize it. The reactants are: [NH2:1][C:2]1[C:7]([C:8]([C:10]2[CH:15]=[C:14]([F:16])[C:13]([CH3:17])=[CH:12][C:11]=2[O:18][CH3:19])=[O:9])=[CH:6][N:5]=[C:4]([NH:20][CH:21]2[CH2:26][CH2:25][CH:24]([NH2:27])[CH2:23][CH2:22]2)[N:3]=1.[CH3:28][S:29](Cl)(=[O:31])=[O:30]. (5) Given the product [Cl:1][C:2]1[S:6][C:5]2[C:7]3([O:28][CH2:29][C:30]([F:31])([F:32])[C:4]=2[CH:3]=1)[CH2:8][CH2:9][N:10]([CH2:13][C:14]1[C:15]([CH3:27])=[N:16][N:17]([C:19]2[C:24]([CH:25]=[N:34][OH:35])=[CH:23][CH:22]=[CH:21][N:20]=2)[CH:18]=1)[CH2:11][CH2:12]3, predict the reactants needed to synthesize it. The reactants are: [Cl:1][C:2]1[S:6][C:5]2[C:7]3([O:28][CH2:29][C:30]([F:32])([F:31])[C:4]=2[CH:3]=1)[CH2:12][CH2:11][N:10]([CH2:13][C:14]1[C:15]([CH3:27])=[N:16][N:17]([C:19]2[C:24]([CH:25]=O)=[CH:23][CH:22]=[CH:21][N:20]=2)[CH:18]=1)[CH2:9][CH2:8]3.Cl.[NH2:34][OH:35].C([O-])(=O)C.[Na+].